From a dataset of Peptide-MHC class I binding affinity with 185,985 pairs from IEDB/IMGT. Regression. Given a peptide amino acid sequence and an MHC pseudo amino acid sequence, predict their binding affinity value. This is MHC class I binding data. (1) The peptide sequence is ITWPRTRHW. The MHC is HLA-A26:01 with pseudo-sequence HLA-A26:01. The binding affinity (normalized) is 0.0847. (2) The peptide sequence is MAILGDTAW. The MHC is HLA-B57:01 with pseudo-sequence HLA-B57:01. The binding affinity (normalized) is 0.712. (3) The peptide sequence is ICPKSVPGCSI. The MHC is Mamu-A01 with pseudo-sequence Mamu-A01. The binding affinity (normalized) is 0.158. (4) The peptide sequence is VVSNGAKNI. The MHC is HLA-A02:01 with pseudo-sequence HLA-A02:01. The binding affinity (normalized) is 0. (5) The peptide sequence is KRKRLIHLL. The MHC is Mamu-B03 with pseudo-sequence Mamu-B03. The binding affinity (normalized) is 0.747.